This data is from Peptide-MHC class I binding affinity with 185,985 pairs from IEDB/IMGT. The task is: Regression. Given a peptide amino acid sequence and an MHC pseudo amino acid sequence, predict their binding affinity value. This is MHC class I binding data. (1) The peptide sequence is CEIYGACYSI. The MHC is Patr-B2401 with pseudo-sequence Patr-B2401. The binding affinity (normalized) is 0.00820. (2) The MHC is HLA-A02:01 with pseudo-sequence HLA-A02:01. The binding affinity (normalized) is 0.485. The peptide sequence is SLHNLVHSFL. (3) The peptide sequence is RTSKAPLER. The MHC is HLA-B45:01 with pseudo-sequence HLA-B45:01. The binding affinity (normalized) is 0. (4) The peptide sequence is KSLFNTIATLY. The MHC is HLA-A02:06 with pseudo-sequence HLA-A02:06. The binding affinity (normalized) is 0.488. (5) The MHC is HLA-A02:01 with pseudo-sequence HLA-A02:01. The binding affinity (normalized) is 0. The peptide sequence is ILTYNKTSK. (6) The peptide sequence is VFFKQWFEK. The MHC is HLA-A69:01 with pseudo-sequence HLA-A69:01. The binding affinity (normalized) is 0.0847. (7) The peptide sequence is WMMLLIAQA. The MHC is HLA-A02:02 with pseudo-sequence HLA-A02:02. The binding affinity (normalized) is 0.633.